Dataset: Catalyst prediction with 721,799 reactions and 888 catalyst types from USPTO. Task: Predict which catalyst facilitates the given reaction. (1) Reactant: [Al:1].[C:2]([OH:21])(=[O:20])[CH2:3][CH2:4][CH2:5][CH2:6][CH2:7][CH2:8][CH2:9][CH2:10][CH2:11][CH2:12][CH2:13][CH2:14][CH2:15][CH2:16][CH2:17][CH2:18][CH3:19].[OH2:22]. Product: [C:2]([O-:21])(=[O:20])[CH2:3][CH2:4][CH2:5][CH2:6][CH2:7][CH2:8][CH2:9][CH2:10][CH2:11][CH2:12][CH2:13][CH2:14][CH2:15][CH2:16][CH2:17][CH2:18][CH3:19].[O:22]=[Al+:1]. The catalyst class is: 41. (2) Reactant: [F:1][C:2]1[C:9]([F:10])=[CH:8][C:5]([C:6]#[N:7])=[C:4]([OH:11])[CH:3]=1.[C:12]([O:16][C:17]([N:19]1[CH2:24][CH2:23][CH:22]([N:25]2[C:29]3=[N:30][CH:31]=[N:32][C:33](Cl)=[C:28]3[CH:27]=[N:26]2)[CH2:21][CH2:20]1)=[O:18])([CH3:15])([CH3:14])[CH3:13].C(=O)([O-])[O-].[K+].[K+].C(=O)([O-])[O-].[Na+].[Na+]. Product: [C:12]([O:16][C:17]([N:19]1[CH2:20][CH2:21][CH:22]([N:25]2[C:29]3=[N:30][CH:31]=[N:32][C:33]([O:11][C:4]4[CH:3]=[C:2]([F:1])[C:9]([F:10])=[CH:8][C:5]=4[C:6]#[N:7])=[C:28]3[CH:27]=[N:26]2)[CH2:23][CH2:24]1)=[O:18])([CH3:15])([CH3:13])[CH3:14]. The catalyst class is: 9. (3) The catalyst class is: 18. Product: [F:19][C:20]1[CH:21]=[C:22]([CH2:27][C:28]([NH:9][NH:8][C:6](=[O:7])[C:5]2[CH:10]=[CH:11][C:12]([C:13]3[O:17][C:16]([CH3:18])=[N:15][CH:14]=3)=[C:3]([O:2][CH3:1])[CH:4]=2)=[O:29])[CH:23]=[CH:24][C:25]=1[F:26]. Reactant: [CH3:1][O:2][C:3]1[CH:4]=[C:5]([CH:10]=[CH:11][C:12]=1[C:13]1[O:17][C:16]([CH3:18])=[N:15][CH:14]=1)[C:6]([NH:8][NH2:9])=[O:7].[F:19][C:20]1[CH:21]=[C:22]([CH2:27][C:28](O)=[O:29])[CH:23]=[CH:24][C:25]=1[F:26].CN(C(ON1N=NC2C=CC=NC1=2)=[N+](C)C)C.F[P-](F)(F)(F)(F)F.C(N(CC)CC)C. (4) Reactant: [F:1][C:2]1[CH:10]=[C:9]2[C:5]([CH:6]=[C:7]([C:11]3[CH:12]=[N:13][CH:14]=[CH:15][CH:16]=3)[NH:8]2)=[CH:4][CH:3]=1.ClS([N:21]=[C:22]=O)(=O)=O.CN(C=O)C. The catalyst class is: 4. Product: [F:1][C:2]1[CH:10]=[C:9]2[C:5]([C:6]([C:22]#[N:21])=[C:7]([C:11]3[CH:12]=[N:13][CH:14]=[CH:15][CH:16]=3)[NH:8]2)=[CH:4][CH:3]=1. (5) Reactant: [CH2:1]([O:8][CH2:9][C:10]1[N:15]=[C:14]([OH:16])[C:13]([C:17]([OH:19])=O)=[CH:12][N:11]=1)[C:2]1[CH:7]=[CH:6][CH:5]=[CH:4][CH:3]=1.CN(C(ON1N=N[C:30]2[CH:31]=[CH:32][CH:33]=[N:34][C:29]1=2)=[N+](C)C)C.F[P-](F)(F)(F)(F)F. Product: [CH2:1]([O:8][CH2:9][C:10]1[N:15]=[C:14]([OH:16])[C:13]([C:17]([NH:34][CH2:33][C:32]2[CH:5]=[CH:4][C:3]3[C:30](=[CH:29][CH:6]=[CH:7][CH:2]=3)[CH:31]=2)=[O:19])=[CH:12][N:11]=1)[C:2]1[CH:3]=[CH:4][CH:5]=[CH:6][CH:7]=1. The catalyst class is: 3. (6) Reactant: [N:1]([C:4]1[CH:14]=[CH:13][C:7]([C:8]([NH:10][CH2:11][CH3:12])=[O:9])=[CH:6][CH:5]=1)=[N+:2]=[N-:3].O=[C:16]([CH2:22][CH2:23][CH2:24][CH3:25])[CH2:17][C:18]([O:20]C)=[O:19].C[O-].[Na+].[OH-].[Na+]. Product: [CH2:22]([C:16]1[N:1]([C:4]2[CH:5]=[CH:6][C:7]([C:8]([NH:10][CH2:11][CH3:12])=[O:9])=[CH:13][CH:14]=2)[N:2]=[N:3][C:17]=1[C:18]([OH:20])=[O:19])[CH2:23][CH2:24][CH3:25]. The catalyst class is: 24. (7) Reactant: [CH2:1]([CH:8]1[CH2:10][O:9]1)[C:2]1[CH:7]=[CH:6][CH:5]=[CH:4][CH:3]=1.[C:11](=O)([O:13]C)[NH2:12].C(N(CC)CC)C. Product: [CH2:1]([CH:8]1[O:9][C:11](=[O:13])[NH:12][CH2:10]1)[C:2]1[CH:3]=[CH:4][CH:5]=[CH:6][CH:7]=1. The catalyst class is: 13. (8) Reactant: [NH2:1][C:2]1[C:9]([CH3:10])=[CH:8][C:5]([CH:6]=O)=[C:4]([CH3:11])[CH:3]=1.Cl.[CH2:13]([O:20][NH2:21])[C:14]1[CH:19]=[CH:18][CH:17]=[CH:16][CH:15]=1. Product: [CH2:13]([O:20][N:21]=[CH:6][C:5]1[C:4]([CH3:11])=[CH:3][C:2]([NH2:1])=[C:9]([CH3:10])[CH:8]=1)[C:14]1[CH:19]=[CH:18][CH:17]=[CH:16][CH:15]=1. The catalyst class is: 5. (9) Reactant: C1(P(C2C=CC=CC=2)C2C=CC=CC=2)C=CC=CC=1.CCOC(/N=N/C(OCC)=O)=O.[C:32]1([C:57]2[CH:62]=[CH:61][CH:60]=[CH:59][CH:58]=2)[CH:37]=[CH:36][C:35]([C:38]2[N:43]=[C:42]3[N:44]=[C:45]([SH:55])[N:46](COCC[Si](C)(C)C)[C:41]3=[CH:40][C:39]=2[Cl:56])=[CH:34][CH:33]=1.[Si](O[C@H:71]1[C@H:75]2[O:76][CH2:77][C@H:78]([OH:79])[C@H:74]2[O:73][CH2:72]1)(C(C)(C)C)(C)C. Product: [C:32]1([C:57]2[CH:62]=[CH:61][CH:60]=[CH:59][CH:58]=2)[CH:37]=[CH:36][C:35]([C:38]2[N:43]=[C:42]3[N:44]=[C:45]([S:55][C@H:71]4[C@H:75]5[O:76][CH2:77][C@@H:78]([OH:79])[C@H:74]5[O:73][CH2:72]4)[NH:46][C:41]3=[CH:40][C:39]=2[Cl:56])=[CH:34][CH:33]=1. The catalyst class is: 1. (10) Reactant: Cl[C:2]1[C:7]([NH:8][C:9]([C:11]2[C:12]([NH:17][CH:18]3[CH2:20][CH2:19]3)=[N:13][CH:14]=[CH:15][CH:16]=2)=[O:10])=[C:6]([CH3:21])[CH:5]=[CH:4][N:3]=1.C[Si](C)(C)N[Si](C)(C)C.[Na].C[Si]([N-][Si](C)(C)C)(C)C.[Na+].CO.O. Product: [CH3:21][C:6]1[CH:5]=[CH:4][N:3]=[C:2]2[N:17]([CH:18]3[CH2:20][CH2:19]3)[C:12]3[N:13]=[CH:14][CH:15]=[CH:16][C:11]=3[C:9](=[O:10])[NH:8][C:7]=12. The catalyst class is: 1.